This data is from NCI-60 drug combinations with 297,098 pairs across 59 cell lines. The task is: Regression. Given two drug SMILES strings and cell line genomic features, predict the synergy score measuring deviation from expected non-interaction effect. (1) Drug 1: CC(C)CN1C=NC2=C1C3=CC=CC=C3N=C2N. Drug 2: C1C(C(OC1N2C=NC3=C2NC=NCC3O)CO)O. Cell line: IGROV1. Synergy scores: CSS=1.53, Synergy_ZIP=-1.41, Synergy_Bliss=-0.672, Synergy_Loewe=-1.83, Synergy_HSA=-0.241. (2) Drug 1: CN(C)N=NC1=C(NC=N1)C(=O)N. Drug 2: CC12CCC3C(C1CCC2OP(=O)(O)O)CCC4=C3C=CC(=C4)OC(=O)N(CCCl)CCCl.[Na+]. Cell line: HOP-92. Synergy scores: CSS=-5.30, Synergy_ZIP=-0.919, Synergy_Bliss=-7.93, Synergy_Loewe=-14.9, Synergy_HSA=-8.52.